From a dataset of Full USPTO retrosynthesis dataset with 1.9M reactions from patents (1976-2016). Predict the reactants needed to synthesize the given product. (1) Given the product [F:12][C:3]1[CH:4]=[C:5]([CH2:8][CH:9]=[O:10])[CH:6]=[CH:7][C:2]=1[F:1], predict the reactants needed to synthesize it. The reactants are: [F:1][C:2]1[CH:7]=[CH:6][C:5]([CH:8]=[CH:9][O:10]C)=[CH:4][C:3]=1[F:12].Cl. (2) Given the product [NH2:2][CH2:3][C:4]1[CH:12]=[CH:11][C:7]([C:8]([O:10][CH3:19])=[O:9])=[C:6]([F:13])[CH:5]=1, predict the reactants needed to synthesize it. The reactants are: Cl.[NH2:2][CH2:3][C:4]1[CH:12]=[CH:11][C:7]([C:8]([OH:10])=[O:9])=[C:6]([F:13])[CH:5]=1.S(=O)(=O)(O)O.[CH3:19]O. (3) Given the product [Cl:35][CH2:13][C:10]1[CH:9]=[C:8]([C:5]2[CH:6]=[CH:7][C:2]([F:1])=[CH:3][CH:4]=2)[O:12][N:11]=1, predict the reactants needed to synthesize it. The reactants are: [F:1][C:2]1[CH:7]=[CH:6][C:5]([C:8]2[O:12][N:11]=[C:10]([CH2:13]O)[CH:9]=2)=[CH:4][CH:3]=1.C1(P(C2C=CC=CC=2)C2C=CC=CC=2)C=CC=CC=1.C(Cl)(Cl)(Cl)[Cl:35]. (4) Given the product [ClH:33].[OH:1][C@@H:2]([C:4]1[N:5]=[C:6]([C:9]2[CH:14]=[CH:13][CH:12]=[CH:11][C:10]=2[NH:15][C:16](=[O:17])[O:18][CH2:19][CH:20]2[CH2:25][CH2:24][NH:23][CH2:22][CH2:21]2)[S:7][CH:8]=1)[CH3:3], predict the reactants needed to synthesize it. The reactants are: [OH:1][C@@H:2]([C:4]1[N:5]=[C:6]([C:9]2[CH:14]=[CH:13][CH:12]=[CH:11][C:10]=2[NH:15][C:16]([O:18][CH2:19][CH:20]2[CH2:25][CH2:24][N:23](C(OC(C)(C)C)=O)[CH2:22][CH2:21]2)=[O:17])[S:7][CH:8]=1)[CH3:3].[ClH:33]. (5) Given the product [CH:16]1([CH2:21][CH:22]([C:26]2[CH:27]=[CH:28][CH:29]=[CH:30][CH:31]=2)[C:23]([NH:1][C:2]2[S:3][CH:4]=[N:5][N:6]=2)=[O:24])[CH2:20][CH2:19][CH2:18][CH2:17]1, predict the reactants needed to synthesize it. The reactants are: [NH2:1][C:2]1[S:3][CH:4]=[N:5][N:6]=1.CCN(C(C)C)C(C)C.[CH:16]1([CH2:21][CH:22]([C:26]2[CH:31]=[CH:30][CH:29]=[CH:28][CH:27]=2)[C:23](Cl)=[O:24])[CH2:20][CH2:19][CH2:18][CH2:17]1. (6) Given the product [CH:17]1[C:18]2[C:13](=[CH:12][CH:11]=[C:10]([C:12]3[CH:11]=[C:31]([CH:15]=[CH:14][C:13]=3[CH3:18])[NH2:29])[CH:19]=2)[CH:14]=[CH:15][N:16]=1, predict the reactants needed to synthesize it. The reactants are: B([O-])[O-].FC(F)(F)S(O[C:10]1[CH:19]=[C:18]2[C:13]([CH:14]=[CH:15][N:16]=[CH:17]2)=[CH:12][CH:11]=1)(=O)=O.C(=O)([O-])[O-].[Cs+].[Cs+].C[N:29]([CH:31]=O)C. (7) Given the product [Cl:26][C:22]1[CH:21]=[C:20]2[C:25](=[CH:24][CH:23]=1)[N:17]([C:15]([C:14]1[C:9]([NH:40][CH2:39][C:38]3[CH:41]=[CH:42][C:43]([F:44])=[C:36]([F:35])[CH:37]=3)=[N:10][CH:11]=[CH:12][CH:13]=1)=[O:16])[CH2:18][CH2:19]2, predict the reactants needed to synthesize it. The reactants are: C(N[C:9]1[C:14]([C:15]([N:17]2[C:25]3[C:20](=[CH:21][C:22]([Cl:26])=[CH:23][CH:24]=3)[CH2:19][CH2:18]2)=[O:16])=[CH:13][CH:12]=[CH:11][N:10]=1)C1C=CC=CC=1.C(N)C1C=CC=CC=1.[F:35][C:36]1[CH:37]=[C:38]([CH:41]=[CH:42][C:43]=1[F:44])[CH2:39][NH2:40].